This data is from Reaction yield outcomes from USPTO patents with 853,638 reactions. The task is: Predict the reaction yield, written as a fraction of the theoretical maximum amount of product (1.0 means a 100% yield; for example, 0.34 means a 34% yield). (1) The reactants are [Br:1][C:2]1[CH:3]=[CH:4][C:5]([CH:8]=[O:9])=[N:6][CH:7]=1.[BH4-].[Na+].O. The catalyst is C(O)C.C1COCC1. The product is [Br:1][C:2]1[CH:3]=[CH:4][C:5]([CH2:8][OH:9])=[N:6][CH:7]=1. The yield is 0.860. (2) The reactants are [Cl:1][C:2]([Cl:37])([Cl:36])[C:3]([O:6][C:7]([N:9]1[CH:14]2[C:15]([C:28]([O:30]CC)=[O:29])=[C:16]([C:18]3[CH:23]=[CH:22][CH:21]=[C:20]([CH2:24][CH:25]([OH:27])[CH3:26])[CH:19]=3)[CH2:17][CH:10]1[CH2:11][N:12]([C:33](=[O:35])[CH3:34])[CH2:13]2)=[O:8])([CH3:5])[CH3:4].[OH-].[Na+].Cl. The catalyst is CCO. The product is [Cl:37][C:2]([Cl:1])([Cl:36])[C:3]([O:6][C:7]([N:9]1[CH:14]2[C:15]([C:28]([OH:30])=[O:29])=[C:16]([C:18]3[CH:23]=[CH:22][CH:21]=[C:20]([CH2:24][CH:25]([OH:27])[CH3:26])[CH:19]=3)[CH2:17][CH:10]1[CH2:11][N:12]([C:33](=[O:35])[CH3:34])[CH2:13]2)=[O:8])([CH3:4])[CH3:5]. The yield is 0.800. (3) The reactants are [CH3:1][O:2][CH2:3][O:4][C:5]1[CH:6]=[C:7]([C:11]2[N:12]=[C:13]([N:23]3[CH2:28][CH2:27][O:26][CH2:25][CH2:24]3)[C:14]3[N:20]=[CH:19][C:18]([CH:21]=O)=[CH:17][C:15]=3[N:16]=2)[CH:8]=[CH:9][CH:10]=1.ClO.NO.C([N:35]([CH2:38]C)CC)C.C([O-])(O)=[O:41].[Na+]. The catalyst is O1CCCC1.O.C([O-])(=O)C.[Hg+]. The product is [CH3:1][O:2][CH2:3][O:4][C:5]1[CH:6]=[C:7]([C:11]2[N:12]=[C:13]([N:23]3[CH2:24][CH2:25][O:26][CH2:27][CH2:28]3)[C:14]3[N:20]=[CH:19][C:18]([CH2:21][CH:38]=[N:35][OH:41])=[CH:17][C:15]=3[N:16]=2)[CH:8]=[CH:9][CH:10]=1. The yield is 0.450. (4) The reactants are [Cl:1][C:2]1[CH:3]=[C:4]([CH:34]=[CH:35][CH:36]=1)[O:5][C@H:6]1[C@H:14]([CH3:15])[O:13][C:12](=[O:16])[C@@H:11]([NH:17][C:18](=[O:28])[C:19]2[C:24]([OH:25])=[C:23]([O:26][CH3:27])[CH:22]=[CH:21][N:20]=2)[CH2:10][O:9][CH2:8][C@@H:7]1[O:29][CH2:30][CH:31]([CH3:33])[CH3:32].C([O-])([O-])=O.[Na+].[Na+].[Na+].[I-].[CH2:45]([O:47][CH2:48][C:49]([O:51][CH2:52]Cl)=[O:50])[CH3:46]. The catalyst is CC(C)=O. The product is [CH2:45]([O:47][CH2:48][C:49]([O:51][CH2:52][O:25][C:24]1[C:19]([C:18](=[O:28])[NH:17][C@H:11]2[CH2:10][O:9][CH2:8][C@H:7]([O:29][CH2:30][CH:31]([CH3:32])[CH3:33])[C@@H:6]([O:5][C:4]3[CH:34]=[CH:35][CH:36]=[C:2]([Cl:1])[CH:3]=3)[C@H:14]([CH3:15])[O:13][C:12]2=[O:16])=[N:20][CH:21]=[CH:22][C:23]=1[O:26][CH3:27])=[O:50])[CH3:46]. The yield is 0.695. (5) The reactants are [Cl:1][C:2]1[C:7]([CH2:8][CH2:9][CH:10]=O)=[CH:6][N:5]=[C:4]2[N:12]([S:15]([C:18]3[CH:24]=[CH:23][C:21]([CH3:22])=[CH:20][CH:19]=3)(=[O:17])=[O:16])[CH:13]=[CH:14][C:3]=12.[CH2:25]([C@H:27]1[C@@H:31]([N:32]=C=O)[CH2:30][C@@H:29]([NH:35][S:36]([CH:39]2[CH2:41][CH2:40]2)(=[O:38])=[O:37])[CH2:28]1)[CH3:26].C(O)(=O)C.C(O[BH-](OC(=O)C)OC(=O)C)(=O)C.[Na+].C([O-])(O)=O.[Na+]. The catalyst is ClCCCl.C(Cl)Cl. The product is [Cl:1][C:2]1[C:7]([CH2:8][CH2:9][CH2:10][NH:32][C@@H:31]2[C@H:27]([CH2:25][CH3:26])[CH2:28][C@H:29]([NH:35][S:36]([CH:39]3[CH2:41][CH2:40]3)(=[O:38])=[O:37])[CH2:30]2)=[CH:6][N:5]=[C:4]2[N:12]([S:15]([C:18]3[CH:24]=[CH:23][C:21]([CH3:22])=[CH:20][CH:19]=3)(=[O:17])=[O:16])[CH:13]=[CH:14][C:3]=12. The yield is 0.550. (6) The reactants are [F:1][C:2]1[C:3]([C:27]2[CH:32]=[CH:31][CH:30]=[C:29]([O:33][C:34]3[S:35][CH:36]=[CH:37][N:38]=3)[CH:28]=2)=[CH:4][C:5](=[O:26])[N:6]([CH2:8][CH2:9][C@@:10]([CH3:25])([S:21]([CH3:24])(=[O:23])=[O:22])[C:11]([NH:13][O:14]C2CCCCO2)=[O:12])[CH:7]=1.FC1C(C2C=CC(N3N=CC=N3)=CC=2)=CC(=O)N(CC[C@@](C)(S(C)(=O)=O)C(NO)=O)C=1. No catalyst specified. The product is [F:1][C:2]1[C:3]([C:27]2[CH:32]=[CH:31][CH:30]=[C:29]([O:33][C:34]3[S:35][CH:36]=[CH:37][N:38]=3)[CH:28]=2)=[CH:4][C:5](=[O:26])[N:6]([CH2:8][CH2:9][C@@:10]([CH3:25])([S:21]([CH3:24])(=[O:23])=[O:22])[C:11]([NH:13][OH:14])=[O:12])[CH:7]=1. The yield is 0.684. (7) The reactants are Cl.[NH2:2][OH:3].[Br:4][C:5]1[N:6]=[CH:7][C:8]([NH:11][C:12](=[O:33])[C@@H:13]([C:22]2[CH:27]=[CH:26][C:25]([S:28]([CH3:31])(=[O:30])=[O:29])=[C:24]([Cl:32])[CH:23]=2)[CH2:14][CH:15]2[CH2:20][CH2:19][C:18](=O)[CH2:17][CH2:16]2)=[N:9][CH:10]=1. The catalyst is CO.N1C(C)=CC=CC=1C. The product is [Br:4][C:5]1[N:6]=[CH:7][C:8]([NH:11][C:12](=[O:33])[C@@H:13]([C:22]2[CH:27]=[CH:26][C:25]([S:28]([CH3:31])(=[O:30])=[O:29])=[C:24]([Cl:32])[CH:23]=2)[CH2:14][CH:15]2[CH2:20][CH2:19][C:18](=[N:2][OH:3])[CH2:17][CH2:16]2)=[N:9][CH:10]=1. The yield is 0.858.